Dataset: Full USPTO retrosynthesis dataset with 1.9M reactions from patents (1976-2016). Task: Predict the reactants needed to synthesize the given product. (1) Given the product [OH:4][CH2:3][CH2:2][N:11]([CH2:12][CH2:13][CH2:14][Si:15]([O:20][CH3:21])([O:18][CH3:19])[O:16][CH3:17])[CH2:10][CH2:9][CH2:8][Si:7]([O:22][CH3:23])([O:24][CH3:25])[O:6][CH3:5], predict the reactants needed to synthesize it. The reactants are: Br[CH2:2][CH2:3][OH:4].[CH3:5][O:6][Si:7]([O:24][CH3:25])([O:22][CH3:23])[CH2:8][CH2:9][CH2:10][NH:11][CH2:12][CH2:13][CH2:14][Si:15]([O:20][CH3:21])([O:18][CH3:19])[O:16][CH3:17].C(N(CC)CC)C.N[SiH3]. (2) Given the product [C:33]([C:10]1[CH:11]=[C:12]2[C:17](=[CH:18][C:9]=1[OH:8])[N:16]=[CH:15][CH:14]=[C:13]2[O:19][C:20]1[CH:25]=[CH:24][C:23]([NH:26][C:27]([NH:29][CH2:30][CH3:31])=[O:28])=[C:22]([CH3:32])[CH:21]=1)#[N:34], predict the reactants needed to synthesize it. The reactants are: C([O:8][C:9]1[CH:18]=[C:17]2[C:12]([C:13]([O:19][C:20]3[CH:25]=[CH:24][C:23]([NH:26][C:27]([NH:29][CH2:30][CH3:31])=[O:28])=[C:22]([CH3:32])[CH:21]=3)=[CH:14][CH:15]=[N:16]2)=[CH:11][C:10]=1[C:33]#[N:34])C1C=CC=CC=1. (3) Given the product [CH2:1]([O:11][CH2:16][CH:14]([OH:15])[CH2:13][OH:12])[CH2:2][CH2:3][CH2:4][CH2:5][CH2:6][CH2:7][CH2:8][CH2:9][CH3:10], predict the reactants needed to synthesize it. The reactants are: [CH:1](=[O:11])[CH2:2][CH2:3][CH2:4][CH2:5][CH2:6][CH2:7][CH2:8][CH2:9][CH3:10].[OH:12][CH2:13][CH:14]([CH2:16]O)[OH:15]. (4) Given the product [CH3:1][S:2]([N:5]1[CH2:10][CH2:9][CH2:8][C@H:7]([NH:11][C:12]2[C:17]([C:18]3[N:19]=[C:20]4[CH:26]=[CH:25][NH:24][C:21]4=[N:22][CH:23]=3)=[CH:16][N:15]=[C:14]([N:39]3[CH2:44][CH2:43][CH:42]([CH2:45][C:46]([OH:48])=[O:47])[CH2:41][CH2:40]3)[N:13]=2)[CH2:6]1)(=[O:4])=[O:3], predict the reactants needed to synthesize it. The reactants are: [CH3:1][S:2]([N:5]1[CH2:10][CH2:9][CH2:8][C@H:7]([NH:11][C:12]2[C:17]([C:18]3[N:19]=[C:20]4[CH:26]=[CH:25][N:24](COCC[Si](C)(C)C)[C:21]4=[N:22][CH:23]=3)=[CH:16][N:15]=[C:14](S(C)(=O)=O)[N:13]=2)[CH2:6]1)(=[O:4])=[O:3].[NH:39]1[CH2:44][CH2:43][CH:42]([CH2:45][C:46]([OH:48])=[O:47])[CH2:41][CH2:40]1.CS(C)(=O)=O. (5) Given the product [NH2:33][C@H:29]1[CH2:30][CH2:31][CH2:32][N:27]([C:19]2[C:18]([NH:17][C:15]([C:13]3[CH:12]=[CH:11][C:10]([F:41])=[C:9]([C:3]4[C:4]([F:8])=[CH:5][CH:6]=[CH:7][C:2]=4[F:1])[N:14]=3)=[O:16])=[CH:23][N:22]=[C:21]3[CH2:24][CH2:25][CH2:26][C:20]=23)[CH2:28]1, predict the reactants needed to synthesize it. The reactants are: [F:1][C:2]1[CH:7]=[CH:6][CH:5]=[C:4]([F:8])[C:3]=1[C:9]1[N:14]=[C:13]([C:15]([NH:17][C:18]2[C:19]([N:27]3[CH2:32][CH2:31][CH2:30][C@H:29]([NH:33]C(=O)OC(C)(C)C)[CH2:28]3)=[C:20]3[CH2:26][CH2:25][CH2:24][C:21]3=[N:22][CH:23]=2)=[O:16])[CH:12]=[CH:11][C:10]=1[F:41].C(O)(C(F)(F)F)=O.